This data is from Forward reaction prediction with 1.9M reactions from USPTO patents (1976-2016). The task is: Predict the product of the given reaction. (1) Given the reactants [Cl:1][C:2]1[CH:3]=[C:4]([CH:16]=[CH:17][CH:18]=1)[C:5]([NH:7][C:8]1[C:9](Cl)=[N:10][CH:11]=[C:12]([Cl:14])[CH:13]=1)=[O:6].[NH:19]1[CH2:24][CH2:23][CH:22]([CH2:25][CH2:26][OH:27])[CH2:21][CH2:20]1, predict the reaction product. The product is: [Cl:1][C:2]1[CH:3]=[C:4]([CH:16]=[CH:17][CH:18]=1)[C:5]([NH:7][C:8]1[C:9]([N:19]2[CH2:24][CH2:23][CH:22]([CH2:25][CH2:26][OH:27])[CH2:21][CH2:20]2)=[N:10][CH:11]=[C:12]([Cl:14])[CH:13]=1)=[O:6]. (2) Given the reactants CS(O[CH2:6][C:7]1([N:20]2[C:24]([NH2:25])=[C:23]([C:26]#[N:27])[C:22]([C:28]3[CH:33]=[CH:32][C:31]([O:34][C:35]4[CH:40]=[CH:39][CH:38]=[CH:37][CH:36]=4)=[CH:30][CH:29]=3)=[N:21]2)[CH2:12][CH2:11][N:10]([CH2:13][C:14]2[CH:19]=[CH:18][CH:17]=[CH:16][CH:15]=2)[CH2:9][CH2:8]1)(=O)=O.C([O-])([O-])=O.[Cs+].[Cs+], predict the reaction product. The product is: [CH2:13]([N:10]1[CH2:11][CH2:12][C:7]2([N:20]3[N:21]=[C:22]([C:28]4[CH:33]=[CH:32][C:31]([O:34][C:35]5[CH:40]=[CH:39][CH:38]=[CH:37][CH:36]=5)=[CH:30][CH:29]=4)[C:23]([C:26]#[N:27])=[C:24]3[NH:25][CH2:6]2)[CH2:8][CH2:9]1)[C:14]1[CH:15]=[CH:16][CH:17]=[CH:18][CH:19]=1.